From a dataset of Catalyst prediction with 721,799 reactions and 888 catalyst types from USPTO. Predict which catalyst facilitates the given reaction. Reactant: C(N=[C:10]=[S:11])(=O)C1C=CC=CC=1.[C:12]([C:15]1[NH:19][CH:18]=[N:17][C:16]=1[NH:20][CH2:21][CH2:22][NH:23]C(=O)OC(C)(C)C)(=[O:14])[NH2:13].[F:31][C:32]([F:37])([F:36])[C:33]([OH:35])=[O:34]. Product: [F:31][C:32]([F:37])([F:36])[C:33]([OH:35])=[O:34].[NH2:23][CH2:22][CH2:21][N:20]1[C:16]2[N:17]=[CH:18][NH:19][C:15]=2[C:12](=[O:14])[NH:13][C:10]1=[S:11]. The catalyst class is: 98.